This data is from Catalyst prediction with 721,799 reactions and 888 catalyst types from USPTO. The task is: Predict which catalyst facilitates the given reaction. (1) Reactant: [H-].[Na+].[CH3:3][O:4][C:5]([C:7]1[C:11]2[N:12]=[CH:13][NH:14][C:15](=[O:16])[C:10]=2[NH:9][CH:8]=1)=[O:6].[H][H].Cl[CH2:20][O:21][CH2:22][CH2:23][Si:24]([CH3:27])([CH3:26])[CH3:25]. Product: [CH3:3][O:4][C:5]([C:7]1[C:11]2[N:12]=[CH:13][N:14]([CH2:20][O:21][CH2:22][CH2:23][Si:24]([CH3:27])([CH3:26])[CH3:25])[C:15](=[O:16])[C:10]=2[N:9]([CH2:20][O:21][CH2:22][CH2:23][Si:24]([CH3:27])([CH3:26])[CH3:25])[CH:8]=1)=[O:6]. The catalyst class is: 3. (2) Reactant: C(Cl)(=O)C(Cl)=O.[CH:7]1([C:13]([CH3:17])([CH3:16])[CH2:14][OH:15])[CH2:12][CH2:11][CH2:10][CH2:9][CH2:8]1.C(N(CC)CC)C. Product: [CH:7]1([C:13]([CH3:17])([CH3:16])[CH:14]=[O:15])[CH2:12][CH2:11][CH2:10][CH2:9][CH2:8]1. The catalyst class is: 2. (3) Reactant: Cl.[CH:2]1([CH2:5][N:6]([C@H:15]2[CH2:20][CH2:19][C@H:18]([OH:21])[CH2:17][CH2:16]2)[C:7]([C@H:9]2[CH2:14][CH2:13][CH2:12][NH:11][CH2:10]2)=[O:8])[CH2:4][CH2:3]1.[Cl:22][C:23]1[C:24]([CH3:33])=[C:25]([S:29](Cl)(=[O:31])=[O:30])[CH:26]=[CH:27][CH:28]=1.C(N(CC)CC)C. Product: [Cl:22][C:23]1[C:24]([CH3:33])=[C:25]([S:29]([N:11]2[CH2:12][CH2:13][CH2:14][C@H:9]([C:7]([N:6]([CH2:5][CH:2]3[CH2:3][CH2:4]3)[C@H:15]3[CH2:16][CH2:17][C@H:18]([OH:21])[CH2:19][CH2:20]3)=[O:8])[CH2:10]2)(=[O:31])=[O:30])[CH:26]=[CH:27][CH:28]=1. The catalyst class is: 10. (4) The catalyst class is: 8. Product: [CH2:11]([O:10][C:8](=[O:9])[C:2]([CH2:21][C:20]1[CH:23]=[CH:24][C:25]([C:27](=[O:32])[C:28]([CH3:29])([CH3:31])[CH3:30])=[CH:26][C:19]=1[Br:18])([CH3:1])[C:3]([O:5][CH2:6][CH3:7])=[O:4])[CH3:12]. Reactant: [CH3:1][CH:2]([C:8]([O:10][CH2:11][CH3:12])=[O:9])[C:3]([O:5][CH2:6][CH3:7])=[O:4].[O-]CC.[Na+].[Na].[Br:18][C:19]1[CH:26]=[C:25]([C:27](=[O:32])[C:28]([CH3:31])([CH3:30])[CH3:29])[CH:24]=[CH:23][C:20]=1[CH2:21]Br. (5) Reactant: C[O:2][C:3]([C:5]1[C:6]([CH2:21][C:22]2[CH:27]=[CH:26][CH:25]=[C:24]([F:28])[C:23]=2[CH3:29])=[C:7]([C:15]2[CH:20]=[CH:19][CH:18]=[CH:17][CH:16]=2)[N:8]2[C:13]=1[CH:12]=[C:11]([Br:14])[CH:10]=[CH:9]2)=[O:4].[OH-].[Na+].Cl. Product: [Br:14][C:11]1[CH:10]=[CH:9][N:8]2[C:13]([CH:12]=1)=[C:5]([C:3]([OH:4])=[O:2])[C:6]([CH2:21][C:22]1[CH:27]=[CH:26][CH:25]=[C:24]([F:28])[C:23]=1[CH3:29])=[C:7]2[C:15]1[CH:20]=[CH:19][CH:18]=[CH:17][CH:16]=1. The catalyst class is: 12. (6) Reactant: C([O:5][C:6]([C:8]1[C:13]([NH2:14])=[CH:12][C:11]([C:15]#[N:16])=[CH:10][N:9]=1)=[O:7])(C)(C)C.COC1C=CC=C(OC)C=1.C(O)(C(F)(F)F)=O. Product: [NH2:14][C:13]1[C:8]([C:6]([OH:7])=[O:5])=[N:9][CH:10]=[C:11]([C:15]#[N:16])[CH:12]=1. The catalyst class is: 11. (7) Reactant: [CH3:1][O:2][C:3]1[CH:4]=[C:5]([C:15]2[N:19]3[CH2:20][CH2:21][CH2:22][CH:23]([C:24]4[CH:29]=[CH:28][C:27]([C:30]([F:33])([F:32])[F:31])=[CH:26][CH:25]=4)[C:18]3=[N:17][N:16]=2)[CH:6]=[CH:7][C:8]=1[C:9]1[O:13][C:12]([CH3:14])=[N:11][CH:10]=1.[H-].[Na+].[CH3:36]I.O. Product: [CH3:1][O:2][C:3]1[CH:4]=[C:5]([C:15]2[N:19]3[CH2:20][CH2:21][CH2:22][C:23]([CH3:36])([C:24]4[CH:25]=[CH:26][C:27]([C:30]([F:33])([F:32])[F:31])=[CH:28][CH:29]=4)[C:18]3=[N:17][N:16]=2)[CH:6]=[CH:7][C:8]=1[C:9]1[O:13][C:12]([CH3:14])=[N:11][CH:10]=1. The catalyst class is: 3.